This data is from Forward reaction prediction with 1.9M reactions from USPTO patents (1976-2016). The task is: Predict the product of the given reaction. (1) Given the reactants [C:1](=O)([O-])[O-:2].[K+].[K+].Br[CH2:8][C:9]1[CH:14]=[C:13]([I:15])[CH:12]=[CH:11][C:10]=1[Cl:16].C[N:18](C)[CH:19]=[O:20], predict the reaction product. The product is: [Cl:16][C:10]1[CH:11]=[CH:12][C:13]([I:15])=[CH:14][C:9]=1[CH2:8][NH:18][C:19](=[O:20])[O:2][CH3:1]. (2) Given the reactants [N+:1]([C:4]1[CH:9]=[CH:8][N+:7]([O-])=[C:6]([N:11]2[CH:15]=[N:14][CH:13]=[N:12]2)[CH:5]=1)([O-:3])=[O:2].P(Cl)(OCC)OCC.[OH-].[Na+], predict the reaction product. The product is: [N+:1]([C:4]1[CH:9]=[CH:8][N:7]=[C:6]([N:11]2[CH:15]=[N:14][CH:13]=[N:12]2)[CH:5]=1)([O-:3])=[O:2].